From a dataset of Forward reaction prediction with 1.9M reactions from USPTO patents (1976-2016). Predict the product of the given reaction. (1) Given the reactants [C:1]([C:3]1[C:4]2[CH2:22][CH2:21][C@H:20]([CH2:23][O:24][C:25](=[O:29])[NH:26][CH2:27][CH3:28])[CH2:19][C:5]=2[S:6][C:7]=1[NH:8][C:9](=[O:18])/[CH:10]=[CH:11]/[C:12]1[CH:13]=[N:14][CH:15]=[CH:16][CH:17]=1)#[N:2], predict the reaction product. The product is: [C:1]([C:3]1[C:4]2[CH2:22][CH2:21][C@H:20]([CH2:23][O:24][C:25](=[O:29])[NH:26][CH2:27][CH3:28])[CH2:19][C:5]=2[S:6][C:7]=1[NH:8][C:9](=[O:18])[CH2:10][CH2:11][C:12]1[CH:13]=[N:14][CH:15]=[CH:16][CH:17]=1)#[N:2]. (2) Given the reactants [CH3:1][C:2]([NH:4][CH:5]1[C:15]2[CH:16]=[C:17]([OH:20])[CH:18]=[CH:19][C:14]=2[C:13]2[C:8](=[CH:9][C:10]([O:25][CH3:26])=[C:11]([O:23][CH3:24])[C:12]=2[O:21][CH3:22])[CH2:7][CH2:6]1)=[O:3].[C:27](O)(=[O:35])[CH2:28][CH2:29][CH2:30][CH2:31][C:32]([OH:34])=[O:33].C(N(C(C)C)CC)(C)C, predict the reaction product. The product is: [C:2]([NH:4][C@@H:5]1[C:15]2[CH:16]=[C:17]([O:20][C:27]([CH2:28][CH2:29][CH2:30][CH2:31][C:32]([OH:34])=[O:33])=[O:35])[CH:18]=[CH:19][C:14]=2[C:13]2[C:12]([O:21][CH3:22])=[C:11]([O:23][CH3:24])[C:10]([O:25][CH3:26])=[CH:9][C:8]=2[CH2:7][CH2:6]1)(=[O:3])[CH3:1]. (3) Given the reactants [NH2:17][C:16]1[CH:18]=[CH:19][C:20]([O:22][C:23]([F:24])([F:25])[F:26])=[CH:21][C:15]=1[S:14][S:14][C:15]1[CH:21]=[C:20]([O:22][C:23]([F:26])([F:25])[F:24])[CH:19]=[CH:18][C:16]=1[NH2:17].[NH:27]1[C:32]2([CH2:37][CH2:36][O:35][CH2:34][CH2:33]2)[CH2:31][C:30](=O)[CH2:29][C:28]1=[O:39], predict the reaction product. The product is: [F:26][C:23]([F:24])([F:25])[O:22][C:20]1[CH:19]=[CH:18][C:16]2[NH:17][C:30]3[CH2:31][C:32]4([NH:27][C:28](=[O:39])[C:29]=3[S:14][C:15]=2[CH:21]=1)[CH2:33][CH2:34][O:35][CH2:36][CH2:37]4. (4) Given the reactants [OH:1][C:2]1[CH:3]=[C:4]2[C:9](=[CH:10][CH:11]=1)[CH2:8][N:7]([C:12]([O:14][C:15]([CH3:18])([CH3:17])[CH3:16])=[O:13])[CH2:6][CH2:5]2.[CH3:19][OH:20].C=O, predict the reaction product. The product is: [CH:19]([C:11]1[CH:10]=[C:9]2[C:4]([CH2:5][CH2:6][N:7]([C:12]([O:14][C:15]([CH3:18])([CH3:17])[CH3:16])=[O:13])[CH2:8]2)=[CH:3][C:2]=1[OH:1])=[O:20]. (5) Given the reactants [CH:1]1([O:6][C:7]2[N:14]=[C:13]([O:15][C:16]3[CH:21]=[CH:20][C:19]([B:22]4[O:26]C(C)(C)C(C)(C)[O:23]4)=[C:18]([CH:31]=O)[CH:17]=3)[CH:12]=[CH:11][C:8]=2[C:9]#[N:10])[CH2:5][CH2:4][CH2:3][CH2:2]1.[BH4-].[Na+].Cl.O, predict the reaction product. The product is: [CH:1]1([O:6][C:7]2[N:14]=[C:13]([O:15][C:16]3[CH:21]=[CH:20][C:19]4[B:22]([OH:26])[O:23][CH2:31][C:18]=4[CH:17]=3)[CH:12]=[CH:11][C:8]=2[C:9]#[N:10])[CH2:2][CH2:3][CH2:4][CH2:5]1. (6) Given the reactants [CH3:1][N:2]1[C:10]2[C:5](=[CH:6][CH:7]=[CH:8][CH:9]=2)[C:4]([C:11]2[C:12]([NH:14][C:15](=[O:23])[C:16]=2[C:17]2[CH:22]=[CH:21][CH:20]=[CH:19][CH:18]=2)=[O:13])=[CH:3]1.[H-].[Na+].[CH3:26]I.[Cl-].[Na+], predict the reaction product. The product is: [CH3:1][N:2]1[C:10]2[C:5](=[CH:6][CH:7]=[CH:8][CH:9]=2)[C:4]([C:11]2[C:12]([N:14]([CH3:26])[C:15](=[O:23])[C:16]=2[C:17]2[CH:22]=[CH:21][CH:20]=[CH:19][CH:18]=2)=[O:13])=[CH:3]1. (7) Given the reactants C([Li])(C)(C)C.Br[C:7]1[CH:12]=[CH:11][N:10]=[C:9]([O:13][CH2:14][C:15]([F:18])([F:17])[F:16])[CH:8]=1.[Br:19][C:20]1[CH:21]=[C:22]([C:26]([C:34]2[C:35]([C:40]#[N:41])=[N:36][CH:37]=[CH:38][CH:39]=2)=[N:27]S(C(C)(C)C)=O)[CH:23]=[CH:24][CH:25]=1.CO, predict the reaction product. The product is: [Br:19][C:20]1[CH:21]=[C:22]([C:26]2([C:7]3[CH:12]=[CH:11][N:10]=[C:9]([O:13][CH2:14][C:15]([F:18])([F:17])[F:16])[CH:8]=3)[C:34]3[C:35](=[N:36][CH:37]=[CH:38][CH:39]=3)[C:40]([NH2:41])=[N:27]2)[CH:23]=[CH:24][CH:25]=1. (8) Given the reactants [CH3:1][N:2]1[C:6]([C:7]([C:9]2[CH:14]=[CH:13][CH:12]=[CH:11][CH:10]=2)=O)=[N:5][CH:4]=[N:3]1.Cl.[NH2:16][OH:17], predict the reaction product. The product is: [OH:17]/[N:16]=[C:7](\[C:6]1[N:2]([CH3:1])[N:3]=[CH:4][N:5]=1)/[C:9]1[CH:14]=[CH:13][CH:12]=[CH:11][CH:10]=1. (9) Given the reactants [C:1]([C:4]1[C:12]2[N:11]=[C:10]([CH:13]3[CH2:22][CH2:21][C:20]4[C:15](=[CH:16][CH:17]=[CH:18][CH:19]=4)[N:14]3C(OC(C)(C)C)=O)[NH:9][C:8]=2[CH:7]=[CH:6][CH:5]=1)(=[O:3])[NH2:2].Cl, predict the reaction product. The product is: [NH:14]1[C:15]2[C:20](=[CH:19][CH:18]=[CH:17][CH:16]=2)[CH2:21][CH2:22][CH:13]1[C:10]1[NH:9][C:8]2[CH:7]=[CH:6][CH:5]=[C:4]([C:1]([NH2:2])=[O:3])[C:12]=2[N:11]=1.